This data is from Full USPTO retrosynthesis dataset with 1.9M reactions from patents (1976-2016). The task is: Predict the reactants needed to synthesize the given product. Given the product [N+:27]([C:24]1[CH:23]=[N:22][C:21]([CH:15]2[CH2:14][NH:13][CH2:18][CH2:17][NH:16]2)=[N:26][CH:25]=1)([O-:29])=[O:28], predict the reactants needed to synthesize it. The reactants are: C(N(CC)CC)C.CN(C)S([N:13]1[CH2:18][CH2:17][NH:16][CH2:15][CH2:14]1)(=O)=O.Cl[C:21]1[N:26]=[CH:25][C:24]([N+:27]([O-:29])=[O:28])=[CH:23][N:22]=1.